Dataset: HIV replication inhibition screening data with 41,000+ compounds from the AIDS Antiviral Screen. Task: Binary Classification. Given a drug SMILES string, predict its activity (active/inactive) in a high-throughput screening assay against a specified biological target. (1) The drug is COc1cccc(Nc2nc(N)nc(N)c2N)c1. The result is 0 (inactive). (2) The compound is O=C1C=Cc2noc3cccc1c23. The result is 0 (inactive). (3) The compound is O=c1c(=Cc2ccccc2[N+](=O)[O-])sc2nc3ccccc3n12. The result is 0 (inactive).